This data is from Reaction yield outcomes from USPTO patents with 853,638 reactions. The task is: Predict the reaction yield, written as a fraction of the theoretical maximum amount of product (1.0 means a 100% yield; for example, 0.34 means a 34% yield). (1) The catalyst is C1COCC1.O. The reactants are [CH3:1][N:2](C)[CH2:3]CN(C)C.[Li][CH2:10][CH2:11][CH2:12][CH3:13].Br[C:15]1[C:20]([CH3:21])=[CH:19][CH:18]=[CH:17][N:16]=1.[C:22]([O:31]C)(=O)[CH2:23][CH2:24][CH2:25][C:26]([O:28]C)=O. The yield is 0.480. The product is [CH3:13][C:12]1[C:1]([C:26](=[O:28])[CH2:25][CH2:24][CH2:23][C:22]([C:15]2[C:20]([CH3:21])=[CH:19][CH:18]=[CH:17][N:16]=2)=[O:31])=[N:2][CH:3]=[CH:10][CH:11]=1. (2) The yield is 0.620. The product is [Br:42][CH2:37][CH2:36][N:32]1[C:33]2[CH2:34][CH2:35][C:27]3[C:26]4[C:25](=[N:24][CH:23]=[N:22][C:21]=4[NH:20][C:7]4[CH:8]=[CH:9][C:10]([O:11][CH2:12][C:13]5[CH:18]=[CH:17][CH:16]=[C:15]([F:19])[CH:14]=5)=[C:5]([Cl:4])[CH:6]=4)[S:39][C:28]=3[C:29]=2[CH:30]=[N:31]1. The catalyst is O. The reactants are C(Cl)Cl.[Cl:4][C:5]1[CH:6]=[C:7]([NH:20][C:21]2[C:26]3[C:27]4[CH2:35][CH2:34][C:33]5[N:32]([CH2:36][CH2:37]O)[N:31]=[CH:30][C:29]=5[C:28]=4[S:39][C:25]=3[N:24]=[CH:23][N:22]=2)[CH:8]=[CH:9][C:10]=1[O:11][CH2:12][C:13]1[CH:18]=[CH:17][CH:16]=[C:15]([F:19])[CH:14]=1.S(Br)([Br:42])=O. (3) The reactants are [O:1]([C:8]1[C:13]2=[C:14]([CH3:18])[C:15]([OH:17])=[CH:16][N:12]2[N:11]=[CH:10][N:9]=1)[C:2]1[CH:7]=[CH:6][CH:5]=[CH:4][CH:3]=1.Br[CH2:20][CH2:21][CH2:22]Br.C([O-])([O-])=O.[K+].[K+].[CH3:30][S:31]([NH2:34])(=[O:33])=[O:32]. The catalyst is CN(C=O)C.ClCCl. The product is [CH3:18][C:14]1[C:15]([O:17][CH2:20][CH2:21][CH2:22][NH:34][S:31]([CH3:30])(=[O:33])=[O:32])=[CH:16][N:12]2[C:13]=1[C:8]([O:1][C:2]1[CH:3]=[CH:4][CH:5]=[CH:6][CH:7]=1)=[N:9][CH:10]=[N:11]2. The yield is 0.810. (4) The reactants are [C:1]([N:9]1[CH2:13][CH:12]2[CH2:14][S:15][C:16]3[CH:21]=[CH:20][CH:19]=[CH:18][C:17]=3[C:11]2=[N:10]1)(=[O:8])[C:2]1[CH:7]=[CH:6][CH:5]=[N:4][CH:3]=1.ClC1C=CC=C(C(OO)=[O:30])C=1. The catalyst is ClCCl. The product is [C:1]([N:9]1[CH2:13][CH:12]2[CH2:14][S:15](=[O:30])[CH:16]3[CH:21]=[CH:20][CH:19]=[CH:18][C:17]3=[C:11]2[NH:10]1)(=[O:8])[C:2]1[CH:7]=[CH:6][CH:5]=[N:4][CH:3]=1. The yield is 0.730. (5) The reactants are CC(OC([N:8]1[CH2:13][CH2:12][C:11](=[C:14]([C:28]2[CH:33]=[CH:32][CH:31]=[CH:30][C:29]=2[NH2:34])[C:15]2[CH:20]=[CH:19][C:18]([C:21]([N:23]([CH2:26][CH3:27])[CH2:24][CH3:25])=[O:22])=[CH:17][CH:16]=2)[CH2:10][CH2:9]1)=O)(C)C.Br[C:36]1[C:45]2[C:40](=[CH:41][CH:42]=[CH:43][CH:44]=2)[CH:39]=[CH:38][CH:37]=1.CC([O-])(C)C.[Na+].C(O)(C(F)(F)F)=O. The catalyst is C1(C)C=CC=CC=1.C1C=CC(/C=C/C(/C=C/C2C=CC=CC=2)=O)=CC=1.C1C=CC(/C=C/C(/C=C/C2C=CC=CC=2)=O)=CC=1.C1C=CC(/C=C/C(/C=C/C2C=CC=CC=2)=O)=CC=1.[Pd].[Pd]. The product is [CH2:24]([N:23]([CH2:26][CH3:27])[C:21](=[O:22])[C:18]1[CH:17]=[CH:16][C:15]([C:14]([C:28]2[CH:33]=[CH:32][CH:31]=[CH:30][C:29]=2[NH:34][C:44]2[C:45]3[C:40](=[CH:39][CH:38]=[CH:37][CH:36]=3)[CH:41]=[CH:42][CH:43]=2)=[C:11]2[CH2:10][CH2:9][NH:8][CH2:13][CH2:12]2)=[CH:20][CH:19]=1)[CH3:25]. The yield is 0.450.